Binary Classification. Given a drug SMILES string, predict its activity (active/inactive) in a high-throughput screening assay against a specified biological target. From a dataset of Orexin1 receptor HTS with 218,158 compounds and 233 confirmed actives. (1) The molecule is O=C(N1CCN(CC1)c1nc(N2CCOCC2)nc(n1)NCCOCCOCCOCC#C)C(n1nnc(c1)C(N)Cc1ccc(O)cc1)C(CC)C. The result is 0 (inactive). (2) The drug is S(=O)(=O)(Nc1c(cc(cc1)C)C)c1cc([N+]([O-])=O)c(N\N=C\c2ccncc2)cc1. The result is 0 (inactive). (3) The compound is S(=O)(=O)(N1CC(CCC1)C(=O)Nc1sc2c(n1)ccc(OC)c2)c1c2nonc2ccc1. The result is 0 (inactive). (4) The result is 0 (inactive). The compound is Brc1ccc(NC(=O)N2CCc3c(C2)cccc3)cc1. (5) The molecule is S(=O)(=O)(NC(C(=O)N1CCOCCOCCOCCOCC1)CC)c1ccc(cc1)C. The result is 0 (inactive). (6) The molecule is Clc1ccc(S(=O)(=O)NC(=O)COc2c(cccc2)C)cc1. The result is 0 (inactive). (7) The compound is s1c(Cn2nnnc2C(N2CCN(CC2)Cc2cc3OCOc3cc2)c2ccc(cc2)C)ccc1. The result is 0 (inactive). (8) The drug is O=c1n(NC(=O)c2c(O)c3c([nH]c2=O)cccc3)c(nc2c1cccc2)CCC. The result is 0 (inactive). (9) The result is 0 (inactive). The molecule is s1c2c(CCCC2)c2c(N3CCNC(=O)C3)nc(nc12)c1cccnc1.